Dataset: Full USPTO retrosynthesis dataset with 1.9M reactions from patents (1976-2016). Task: Predict the reactants needed to synthesize the given product. (1) Given the product [C:1]([NH:4][C:5]1[S:6][C:7]2[C:13]3[N:14]([C:20]4[CH:29]=[CH:28][C:23]([C:24]([OH:26])=[O:25])=[C:22]([Cl:30])[CH:21]=4)[N:15]=[C:16]([CH:17]4[CH2:18][CH2:19]4)[C:12]=3[CH2:11][CH2:10][C:8]=2[N:9]=1)(=[O:3])[CH3:2], predict the reactants needed to synthesize it. The reactants are: [C:1]([NH:4][C:5]1[S:6][C:7]2[C:13]3[N:14]([C:20]4[CH:29]=[CH:28][C:23]([C:24]([O:26]C)=[O:25])=[C:22]([Cl:30])[CH:21]=4)[N:15]=[C:16]([CH:17]4[CH2:19][CH2:18]4)[C:12]=3[CH2:11][CH2:10][C:8]=2[N:9]=1)(=[O:3])[CH3:2].[OH-].[Li+]. (2) The reactants are: CCN(C(C)C)[CH:4]([CH3:6])[CH3:5].C1C2C(=CC=CC=2)C=CC=1C(O)=[O:21].C1C=CC2N(O)N=NC=2C=1.CCN=C=NCCCN(C)C.Cl.[NH2:45][CH2:46][C:47]([N:49]1[CH2:54][CH2:53][N:52]([C:55](=[O:66])[C:56]2[CH:61]=[CH:60][CH:59]=[CH:58][C:57]=2[C:62](F)(F)F)[CH2:51][CH2:50]1)=O.[F:67][C:68]1[CH:69]=[CH:70][C:71]([C:77]([F:80])([F:79])[F:78])=[C:72]([CH:76]=1)[C:73]([OH:75])=O. Given the product [F:67][C:68]1[CH:69]=[CH:70][C:71]([C:77]([F:80])([F:79])[F:78])=[C:72]([CH:76]=1)[C:73]([N:45]1[CH2:46][CH2:47][N:49]([C:50](=[O:21])[CH2:51][NH:52][C:55]([C:56]2[C:57]3[C:58](=[CH:5][CH:4]=[CH:6][CH:62]=3)[CH:59]=[CH:60][CH:61]=2)=[O:66])[CH2:54][CH2:53]1)=[O:75], predict the reactants needed to synthesize it.